Dataset: Full USPTO retrosynthesis dataset with 1.9M reactions from patents (1976-2016). Task: Predict the reactants needed to synthesize the given product. (1) Given the product [C:16]([O:20][C:21]([N:23]1[CH2:24][CH2:25][N:26]([C:29]2[N:30]=[N:31][C:32]([C:35]([F:36])([F:37])[F:38])=[C:33]([I:39])[CH:34]=2)[CH2:27][CH2:28]1)=[O:22])([CH3:19])([CH3:17])[CH3:18], predict the reactants needed to synthesize it. The reactants are: C([Li])CCC.CC1(C)CCCC(C)(C)N1.[C:16]([O:20][C:21]([N:23]1[CH2:28][CH2:27][N:26]([C:29]2[N:30]=[N:31][C:32]([C:35]([F:38])([F:37])[F:36])=[CH:33][CH:34]=2)[CH2:25][CH2:24]1)=[O:22])([CH3:19])([CH3:18])[CH3:17].[I:39]I. (2) Given the product [N:1]1([C@H:2]2[CH2:7][CH2:6][C@H:5]([NH:8][C:9](=[O:15])[O:10][C:11]([CH3:12])([CH3:14])[CH3:13])[CH2:4][CH2:3]2)[CH2:20][CH2:19][CH2:18][CH2:17]1, predict the reactants needed to synthesize it. The reactants are: [NH2:1][C@H:2]1[CH2:7][CH2:6][C@H:5]([NH:8][C:9](=[O:15])[O:10][C:11]([CH3:14])([CH3:13])[CH3:12])[CH2:4][CH2:3]1.Br[CH2:17][CH2:18][CH2:19][CH2:20]Br.C(=O)([O-])O.[K+]. (3) Given the product [CH:7]1[CH2:8][CH2:9][CH2:10][CH2:11][CH:12]=1.[CH3:26][C:21](=[O:3])[O:22][CH2:23][CH3:24], predict the reactants needed to synthesize it. The reactants are: C([O-])(=[O:3])C.[K+].Cl[C:7]1[C:8](F)=[CH:9][C:10](I)=[C:11](N(CC(F)(F)F)C(C2C=NN([CH:21]3[CH2:26]C[CH2:24][CH2:23][O:22]3)C=2)=O)[CH:12]=1.O. (4) Given the product [OH:8][C:9]1[C:10]([C:35]([O:37][CH3:38])=[O:36])=[N:11][C:12]([CH2:15][CH2:16][CH2:17][NH:18][C:19]2[C:28]3[C:23](=[CH:24][CH:25]=[CH:26][CH:27]=3)[N:22]=[C:21]3[CH2:30][CH2:31][CH2:32][CH2:33][CH2:34][C:20]=23)=[CH:13][CH:14]=1, predict the reactants needed to synthesize it. The reactants are: C([O:8][C:9]1[C:10]([C:35]([O:37][CH3:38])=[O:36])=[N:11][C:12]([C:15]#[C:16][CH2:17][NH:18][C:19]2[C:28]3[C:23](=[CH:24][CH:25]=[C:26](Cl)[CH:27]=3)[N:22]=[C:21]3[CH2:30][CH2:31][CH2:32][CH2:33][CH2:34][C:20]=23)=[CH:13][CH:14]=1)C1C=CC=CC=1. (5) Given the product [Br:11][CH2:2][CH2:3][C:4]1[CH:9]=[N:8][CH:7]=[CH:6][N:5]=1, predict the reactants needed to synthesize it. The reactants are: O[CH2:2][CH2:3][C:4]1[CH:9]=[N:8][CH:7]=[CH:6][N:5]=1.C(Br)(Br)(Br)[Br:11].C1(P(C2C=CC=CC=2)C2C=CC=CC=2)C=CC=CC=1. (6) Given the product [CH2:1]([O:11][C:12]1[CH:29]=[CH:28][C:15]([C:16]([O:18][C:19]2[CH:27]=[CH:26][C:22]([C:23]([O:25][C:39]3[CH:41]=[CH:42][CH:43]=[C:36]([OH:37])[CH:38]=3)=[O:24])=[CH:21][CH:20]=2)=[O:17])=[CH:14][CH:13]=1)[CH2:2][CH2:3][CH2:4][CH2:5][CH2:6][CH2:7][CH2:8][CH2:9][CH3:10], predict the reactants needed to synthesize it. The reactants are: [CH2:1]([O:11][C:12]1[CH:29]=[CH:28][C:15]([C:16]([O:18][C:19]2[CH:27]=[CH:26][C:22]([C:23]([OH:25])=[O:24])=[CH:21][CH:20]=2)=[O:17])=[CH:14][CH:13]=1)[CH2:2][CH2:3][CH2:4][CH2:5][CH2:6][CH2:7][CH2:8][CH2:9][CH3:10].C(Cl)(=O)C(Cl)=O.[C:36]1([CH:43]=[CH:42][CH:41]=[C:39](O)[CH:38]=1)[OH:37].C(N(CC)CC)C. (7) Given the product [CH3:57][O:56][C:53]1[CH:54]=[C:55]2[C:50](=[CH:51][C:52]=1[O:58][CH3:59])[N:49]=[CH:48][CH:47]=[C:46]2[O:45][CH2:44][C:43]1[N:39]2[N:40]=[C:35]([C:32]3[CH:33]=[CH:34][C:29]([Br:28])=[CH:30][CH:31]=3)[CH:36]=[N:37][C:38]2=[N:41][N:42]=1, predict the reactants needed to synthesize it. The reactants are: C1(C2N=NC(NNC(=O)CC3C=C4C(=CC=3)N=CC=C4)=NC=2)C=CC=CC=1.[Br:28][C:29]1[CH:34]=[CH:33][C:32]([C:35]2[N:40]=[N:39][C:38]([NH:41][NH:42][C:43](=O)[CH2:44][O:45][C:46]3[C:55]4[C:50](=[CH:51][C:52]([O:58][CH3:59])=[C:53]([O:56][CH3:57])[CH:54]=4)[N:49]=[CH:48][CH:47]=3)=[N:37][CH:36]=2)=[CH:31][CH:30]=1. (8) Given the product [CH3:22][O:21][C:16]1[CH:17]=[CH:18][CH:19]=[CH:20][C:15]=1[S:14][C:11]1[CH:12]=[CH:13][C:8]([C:6]2[CH:5]=[CH:4][N:3]=[C:2]([N:41]3[CH2:42][CH2:43][N:38]([CH2:37][CH2:36][CH2:35][N:34]([CH3:33])[CH3:44])[CH2:39][CH2:40]3)[CH:7]=2)=[CH:9][C:10]=1[C:23]([F:26])([F:25])[F:24], predict the reactants needed to synthesize it. The reactants are: Cl[C:2]1[CH:7]=[C:6]([C:8]2[CH:13]=[CH:12][C:11]([S:14][C:15]3[CH:20]=[CH:19][CH:18]=[CH:17][C:16]=3[O:21][CH3:22])=[C:10]([C:23]([F:26])([F:25])[F:24])[CH:9]=2)[CH:5]=[CH:4][N:3]=1.OC1CCNC1.[CH3:33][N:34]([CH3:44])[CH2:35][CH2:36][CH2:37][N:38]1[CH2:43][CH2:42][NH:41][CH2:40][CH2:39]1. (9) Given the product [CH2:1]([N:3]1[C:7]2[C:8]([NH:12][C:15]([NH:14][C:17]3[CH:18]=[N:19][CH:20]=[CH:21][C:22]=3[O:23][CH3:24])=[S:16])=[CH:9][CH:10]=[CH:11][C:6]=2[N:5]=[C:4]1[CH3:13])[CH3:2], predict the reactants needed to synthesize it. The reactants are: [CH2:1]([N:3]1[C:7]2[C:8]([NH2:12])=[CH:9][CH:10]=[CH:11][C:6]=2[N:5]=[C:4]1[CH3:13])[CH3:2].[N:14]([C:17]1[CH:18]=[N:19][CH:20]=[CH:21][C:22]=1[O:23][CH3:24])=[C:15]=[S:16].C(N1C2C(NC(=S)NC3C=C(S(N)(=O)=O)C=CC=3OC(C)C)=CC=CC=2N=C1C)C. (10) Given the product [Cl:1][C:2]1[CH:3]=[CH:4][C:5](/[C:8](/[CH3:26])=[CH:9]/[N:10]2[C:18]3[CH:17]=[CH:16][C:15]([CH3:19])=[CH:14][C:13]=3[C:12]3[CH2:20][CH2:21][N:22]([CH3:25])[CH2:23][CH2:24][C:11]2=3)=[CH:6][CH:7]=1, predict the reactants needed to synthesize it. The reactants are: [Cl:1][C:2]1[CH:7]=[CH:6][C:5]([C:8](O)([CH3:26])[CH2:9][N:10]2[C:18]3[CH:17]=[CH:16][C:15]([CH3:19])=[CH:14][C:13]=3[C:12]3[CH2:20][CH2:21][N:22]([CH3:25])[CH2:23][CH2:24][C:11]2=3)=[CH:4][CH:3]=1.OS(O)(=O)=O.[OH-].[K+].